This data is from Reaction yield outcomes from USPTO patents with 853,638 reactions. The task is: Predict the reaction yield, written as a fraction of the theoretical maximum amount of product (1.0 means a 100% yield; for example, 0.34 means a 34% yield). (1) The reactants are [CH3:1][N:2]1[CH:6]=[CH:5][C:4]([C:7]2[S:8][C:9]([CH:12]=[O:13])=[CH:10][N:11]=2)=[N:3]1.[CH2:14]([Mg]Br)[CH3:15].C(OCC)C.CO.C(Cl)Cl. The product is [CH3:1][N:2]1[CH:6]=[CH:5][C:4]([C:7]2[S:8][C:9]([CH:12]([OH:13])[CH2:14][CH3:15])=[CH:10][N:11]=2)=[N:3]1. The catalyst is C1COCC1. The yield is 0.810. (2) The yield is 0.620. The product is [N:10]1[CH:11]=[CH:12][C:7]([C:3]2[O:4][CH:5]=[CH:6][C:2]=2[C:21]2[CH:22]=[C:23]3[C:27](=[CH:28][CH:29]=2)[C:26](=[O:30])[CH2:25][CH2:24]3)=[CH:8][CH:9]=1. The catalyst is CN(C)C=O.C(O)C.O.C([O-])(=O)C.[Pd+2].C([O-])(=O)C. The reactants are Br[C:2]1[CH:6]=[CH:5][O:4][C:3]=1[C:7]1[CH:12]=[CH:11][N:10]=[CH:9][CH:8]=1.CC1(C)C(C)(C)OB([C:21]2[CH:22]=[C:23]3[C:27](=[CH:28][CH:29]=2)[C:26](=[O:30])[CH2:25][CH2:24]3)O1.C([O-])(=O)C.[K+].C1(P(C2C=CC=CC=2)C2C=CC=CC=2)C=CC=CC=1. (3) The reactants are [NH:1]1[C:9]2[C:4](=[CH:5][CH:6]=[C:7]([C:10]([OH:12])=O)[CH:8]=2)[CH:3]=[CH:2]1.F[P-](F)(F)(F)(F)F.Br[P+](N1CCCC1)(N1CCCC1)N1CCCC1.C(N(C(C)C)CC)(C)C.[C:46]([Si:50]([CH3:77])([CH3:76])[O:51][C:52]1[CH:53]=[C:54]([NH:59][C:60]([O:62][CH2:63][CH:64]2[CH2:69][CH2:68][N:67]([C:70]3[CH:75]=[CH:74][N:73]=[CH:72][CH:71]=3)[CH2:66][CH2:65]2)=[O:61])[C:55]([NH2:58])=[CH:56][CH:57]=1)([CH3:49])([CH3:48])[CH3:47].C(=O)([O-])O.[Na+]. The catalyst is C(Cl)Cl.CN(C)C=O. The product is [Si:50]([O:51][C:52]1[CH:53]=[C:54]([NH:59][C:60]([O:62][CH2:63][CH:64]2[CH2:69][CH2:68][N:67]([C:70]3[CH:71]=[CH:72][N:73]=[CH:74][CH:75]=3)[CH2:66][CH2:65]2)=[O:61])[C:55]([NH:58][C:10]([C:7]2[CH:8]=[C:9]3[C:4]([CH:3]=[CH:2][NH:1]3)=[CH:5][CH:6]=2)=[O:12])=[CH:56][CH:57]=1)([C:46]([CH3:49])([CH3:47])[CH3:48])([CH3:77])[CH3:76]. The yield is 0.440. (4) The reactants are [CH3:1][C:2]1[CH:21]=[CH:20][C:5]2[NH:6][C:7]([CH:9]3[CH2:12][N:11](C(OC(C)(C)C)=O)[CH2:10]3)=[N:8][C:4]=2[CH:3]=1.[ClH:22]. The catalyst is O1CCOCC1. The product is [ClH:22].[ClH:22].[NH:11]1[CH2:12][CH:9]([C:7]2[NH:6][C:5]3[CH:20]=[CH:21][C:2]([CH3:1])=[CH:3][C:4]=3[N:8]=2)[CH2:10]1. The yield is 0.840. (5) The reactants are [Cl:1][C:2]1[CH:3]=[CH:4][C:5]([O:14][CH2:15][C@:16]([OH:34])([CH3:33])[CH2:17][NH:18][CH:19]2[CH2:24][CH2:23][N:22]([CH2:25][C:26]3[CH:31]=[CH:30][C:29]([Cl:32])=[CH:28][CH:27]=3)[CH2:21][CH2:20]2)=[C:6]([CH2:8][CH2:9][C:10]([O:12]C)=[O:11])[CH:7]=1.[OH-].[Na+].[C:37]([C:41]([OH:43])=[O:42])([F:40])([F:39])[F:38]. The catalyst is C1COCC1. The product is [F:38][C:37]([F:40])([F:39])[C:41]([OH:43])=[O:42].[F:38][C:37]([F:40])([F:39])[C:41]([OH:43])=[O:42].[Cl:1][C:2]1[CH:3]=[CH:4][C:5]([O:14][CH2:15][C@:16]([OH:34])([CH3:33])[CH2:17][NH:18][CH:19]2[CH2:20][CH2:21][N:22]([CH2:25][C:26]3[CH:27]=[CH:28][C:29]([Cl:32])=[CH:30][CH:31]=3)[CH2:23][CH2:24]2)=[C:6]([CH2:8][CH2:9][C:10]([OH:12])=[O:11])[CH:7]=1. The yield is 0.750. (6) The reactants are CC(C)([O-])C.[K+].[C:7]([C:10]1[CH:15]=[CH:14][CH:13]=[CH:12][CH:11]=1)(=O)[CH3:8].[C:16](OCC)(=O)[C:17]([O:19][CH2:20][CH3:21])=[O:18].O.[NH2:27][NH2:28]. The catalyst is C(O)(=O)C.O1CCCC1. The product is [C:10]1([C:7]2[CH:8]=[C:16]([C:17]([O:19][CH2:20][CH3:21])=[O:18])[NH:28][N:27]=2)[CH:15]=[CH:14][CH:13]=[CH:12][CH:11]=1. The yield is 0.810. (7) The reactants are [F:1][C:2]1[CH:7]=[C:6]([CH2:8][N:9]2[C:14](=[O:15])[CH:13]=[C:12]([CH3:16])[N:11]=[C:10]2[CH2:17][CH2:18][CH3:19])[CH:5]=[CH:4][C:3]=1[C:20]1[C:21]([C:26]#[N:27])=[CH:22][CH:23]=[CH:24][CH:25]=1.C([O-])(=O)C.[Na+].[Br:33]Br. The catalyst is C(O)(=O)C. The product is [Br:33][C:13]1[C:14](=[O:15])[N:9]([CH2:8][C:6]2[CH:5]=[CH:4][C:3]([C:20]3[C:21]([C:26]#[N:27])=[CH:22][CH:23]=[CH:24][CH:25]=3)=[C:2]([F:1])[CH:7]=2)[C:10]([CH2:17][CH2:18][CH3:19])=[N:11][C:12]=1[CH3:16]. The yield is 0.570. (8) The catalyst is O1CCCC1. The yield is 0.150. The reactants are [C:1](N1C=CN=C1)(N1C=CN=C1)=[O:2].[NH2:13][C:14]1[CH:15]=[C:16]([CH:20]=[CH:21][C:22]=1[NH:23][CH2:24][CH2:25][C:26]([NH:29][C:30]([O:32][C:33]([CH3:36])([CH3:35])[CH3:34])=[O:31])([CH3:28])[CH3:27])[C:17]([OH:19])=[O:18].[CH3:37]O. The product is [C:33]([O:32][C:30]([NH:29][C:26]([CH3:28])([CH3:27])[CH2:25][CH2:24][N:23]1[C:22]2[CH:21]=[CH:20][C:16]([C:17]([O:19][CH3:37])=[O:18])=[CH:15][C:14]=2[NH:13][C:1]1=[O:2])=[O:31])([CH3:36])([CH3:35])[CH3:34]. (9) The reactants are Br[C:2]1[CH:3]=[C:4]([NH:10][C:11]2[N:12]=[CH:13][N:14]([CH3:16])[CH:15]=2)[C:5](=[O:9])[N:6]([CH3:8])[CH:7]=1.[C:17]([O:20][CH2:21][C:22]1[C:23]([N:31]2[CH2:42][CH2:41][N:40]3[C:33](=[CH:34][C:35]4[CH2:36][C:37]([CH3:44])([CH3:43])[CH2:38][C:39]=43)[C:32]2=[O:45])=[N:24][CH:25]=[CH:26][C:27]=1B(O)O)(=[O:19])[CH3:18].[O-]P([O-])([O-])=O.[K+].[K+].[K+].C([O-])(=O)C.[Na+]. The catalyst is C1C=CC(P(C2C=CC=CC=2)[C-]2C=CC=C2)=CC=1.C1C=CC(P(C2C=CC=CC=2)[C-]2C=CC=C2)=CC=1.Cl[Pd]Cl.[Fe+2].C(#N)C.O. The product is [C:17]([O:20][CH2:21][C:22]1[C:23]([N:31]2[CH2:42][CH2:41][N:40]3[C:33](=[CH:34][C:35]4[CH2:36][C:37]([CH3:44])([CH3:43])[CH2:38][C:39]=43)[C:32]2=[O:45])=[N:24][CH:25]=[CH:26][C:27]=1[C:2]1[CH:3]=[C:4]([NH:10][C:11]2[N:12]=[CH:13][N:14]([CH3:16])[CH:15]=2)[C:5](=[O:9])[N:6]([CH3:8])[CH:7]=1)(=[O:19])[CH3:18]. The yield is 0.372.